This data is from Reaction yield outcomes from USPTO patents with 853,638 reactions. The task is: Predict the reaction yield, written as a fraction of the theoretical maximum amount of product (1.0 means a 100% yield; for example, 0.34 means a 34% yield). (1) The reactants are CC1(C)OB([C:7]2[CH:8]=[N:9][N:10](C(OC(C)(C)C)=O)[CH:11]=2)OC1(C)C.Br[C:23]1[C:24]([O:38][CH:39]2[CH2:42][CH2:41][CH2:40]2)=[C:25]2[C:30](=[CH:31][CH:32]=1)[N:29]([C:33]([O:35][CH3:36])=[O:34])[C@@H:28]([CH3:37])[CH2:27][CH2:26]2.C(=O)([O-])[O-].[Na+].[Na+].O1CCOCC1. The catalyst is C1C=CC(P(C2C=CC=CC=2)[C-]2C=CC=C2)=CC=1.C1C=CC(P(C2C=CC=CC=2)[C-]2C=CC=C2)=CC=1.Cl[Pd]Cl.[Fe+2].ClCCl.O. The product is [CH:39]1([O:38][C:24]2[C:23]([C:7]3[CH:11]=[N:10][NH:9][CH:8]=3)=[CH:32][CH:31]=[C:30]3[C:25]=2[CH2:26][CH2:27][C@H:28]([CH3:37])[N:29]3[C:33]([O:35][CH3:36])=[O:34])[CH2:40][CH2:41][CH2:42]1. The yield is 0.520. (2) The reactants are [F:1][C:2]1[CH:10]=[C:9]2[C:5]([C:6]([C:11]3[CH:12]=[CH:13][C:14]([NH:17][CH2:18][CH2:19][CH2:20][NH2:21])=[N:15][CH:16]=3)=[CH:7][NH:8]2)=[CH:4][CH:3]=1.CCN(CC)CC.[C:29](Cl)([CH3:31])=[O:30]. The catalyst is C(Cl)Cl. The product is [F:1][C:2]1[CH:10]=[C:9]2[C:5]([C:6]([C:11]3[CH:12]=[CH:13][C:14]([NH:17][CH2:18][CH2:19][CH2:20][NH:21][C:29](=[O:30])[CH3:31])=[N:15][CH:16]=3)=[CH:7][NH:8]2)=[CH:4][CH:3]=1. The yield is 0.290. (3) The yield is 0.450. The product is [N:12]1([C:5]([C:4]2[CH:8]=[CH:9][C:10]([CH3:11])=[C:2]([OH:1])[CH:3]=2)=[O:7])[CH2:17][CH2:16][CH2:15][C@@H:14]2[C:18]3[CH:19]=[CH:20][CH:21]=[CH:22][C:23]=3[CH2:24][C@H:13]12. The reactants are [OH:1][C:2]1[CH:3]=[C:4]([CH:8]=[CH:9][C:10]=1[CH3:11])[C:5]([OH:7])=O.[NH:12]1[CH2:17][CH2:16][CH2:15][C@@H:14]2[C:18]3[CH:19]=[CH:20][CH:21]=[CH:22][C:23]=3[CH2:24][C@H:13]12.F[P-](F)(F)(F)(F)F.N1(OC(N(C)C)=[N+](C)C)C2N=CC=CC=2N=N1. No catalyst specified.